Task: Predict the product of the given reaction.. Dataset: Forward reaction prediction with 1.9M reactions from USPTO patents (1976-2016) (1) Given the reactants [C:1]1([S:7]([N:10]([CH2:21][CH:22]([C:24]2[CH:29]=[CH:28][CH:27]=[C:26]([Br:30])[CH:25]=2)O)[CH2:11][C:12]([NH:14][C:15]2[CH:20]=[CH:19][CH:18]=[CH:17][CH:16]=2)=[O:13])(=[O:9])=[O:8])[CH:6]=[CH:5][CH:4]=[CH:3][CH:2]=1.C1(P(C2C=CC=CC=2)C2C=CC=CC=2)C=CC=CC=1.CCOC(/N=N/C(OCC)=O)=O, predict the reaction product. The product is: [C:1]1([S:7]([N:10]2[CH2:21][CH:22]([C:24]3[CH:29]=[CH:28][CH:27]=[C:26]([Br:30])[CH:25]=3)[N:14]([C:15]3[CH:20]=[CH:19][CH:18]=[CH:17][CH:16]=3)[C:12](=[O:13])[CH2:11]2)(=[O:9])=[O:8])[CH:6]=[CH:5][CH:4]=[CH:3][CH:2]=1. (2) Given the reactants [Cl:1][C:2]1[CH:3]=[CH:4][C:5]([C:28]([F:31])([F:30])[F:29])=[C:6]([CH:27]=1)[CH2:7][N:8]1[CH2:13][CH2:12][NH:11][C:10]2[N:14]=[CH:15][C:16]([C:18]3[CH:26]=[CH:25][C:21]([C:22]([OH:24])=O)=[CH:20][CH:19]=3)=[CH:17][C:9]1=2.[F:32][C:33]([F:43])([F:42])[C:34]1[CH:41]=[CH:40][C:37]([CH2:38][NH2:39])=[CH:36][CH:35]=1, predict the reaction product. The product is: [Cl:1][C:2]1[CH:3]=[CH:4][C:5]([C:28]([F:31])([F:30])[F:29])=[C:6]([CH:27]=1)[CH2:7][N:8]1[CH2:13][CH2:12][NH:11][C:10]2[N:14]=[CH:15][C:16]([C:18]3[CH:26]=[CH:25][C:21]([C:22]([NH:39][CH2:38][C:37]4[CH:36]=[CH:35][C:34]([C:33]([F:32])([F:42])[F:43])=[CH:41][CH:40]=4)=[O:24])=[CH:20][CH:19]=3)=[CH:17][C:9]1=2. (3) Given the reactants Cl[C:2]1[C:3]([C:27]2[CH:32]=[CH:31][C:30]([Cl:33])=[CH:29][CH:28]=2)=[C:4]([C:21]2[CH:26]=[CH:25][N:24]=[CH:23][CH:22]=2)[C:5](=[O:20])[N:6]([CH2:8][C:9]2[C:10]([CH3:19])=[N:11][C:12]([C:15]([F:18])([F:17])[F:16])=[CH:13][CH:14]=2)[N:7]=1.O.[NH2:35][NH2:36], predict the reaction product. The product is: [Cl:33][C:30]1[CH:31]=[CH:32][C:27]([C:3]2[C:2]([NH:35][NH2:36])=[N:7][N:6]([CH2:8][C:9]3[C:10]([CH3:19])=[N:11][C:12]([C:15]([F:17])([F:18])[F:16])=[CH:13][CH:14]=3)[C:5](=[O:20])[C:4]=2[C:21]2[CH:22]=[CH:23][N:24]=[CH:25][CH:26]=2)=[CH:28][CH:29]=1. (4) Given the reactants C([N:8]1[CH2:13][CH2:12][C:11](=O)[CH:10]([C:15]2[CH:20]=[CH:19][C:18]([CH3:21])=[CH:17][CH:16]=2)[CH2:9]1)C1C=CC=CC=1.[NH:22]1[CH2:27][CH2:26][S:25][CH2:24][CH2:23]1.[F:28][C:29]([F:44])([F:43])[C:30]1[CH:31]=[C:32]([CH:36]=[C:37]([C:39]([F:42])([F:41])[F:40])[CH:38]=1)[C:33](Cl)=[O:34], predict the reaction product. The product is: [F:28][C:29]([F:44])([F:43])[C:30]1[CH:31]=[C:32]([C:33]([N:8]2[CH2:13][CH2:12][C@H:11]([N:22]3[CH2:27][CH2:26][S:25][CH2:24][CH2:23]3)[C@H:10]([C:15]3[CH:16]=[CH:17][C:18]([CH3:21])=[CH:19][CH:20]=3)[CH2:9]2)=[O:34])[CH:36]=[C:37]([C:39]([F:42])([F:41])[F:40])[CH:38]=1. (5) Given the reactants C([O:5][C:6]([C:8]1[CH:13]=[CH:12][C:11]([C:14]2[CH:15]=[CH:16][CH:17]=[C:18]3[C:22]=2[NH:21][C:20]([C:23]([O:25][CH2:26][CH3:27])=[O:24])=[C:19]3[CH2:28][CH2:29][CH2:30][O:31][C:32]2[C:41]3[C:36](=[CH:37][CH:38]=[CH:39][CH:40]=3)[CH:35]=[CH:34][CH:33]=2)=[C:10]([CH3:42])[CH:9]=1)=[O:7])(C)(C)C, predict the reaction product. The product is: [CH2:26]([O:25][C:23]([C:20]1[NH:21][C:22]2[C:18]([C:19]=1[CH2:28][CH2:29][CH2:30][O:31][C:32]1[C:41]3[C:36](=[CH:37][CH:38]=[CH:39][CH:40]=3)[CH:35]=[CH:34][CH:33]=1)=[CH:17][CH:16]=[CH:15][C:14]=2[C:11]1[CH:12]=[CH:13][C:8]([C:6]([OH:7])=[O:5])=[CH:9][C:10]=1[CH3:42])=[O:24])[CH3:27]. (6) Given the reactants [CH3:1][O:2][C:3]1[C:7]([CH2:8][N:9]2C(=O)C3C(=CC=CC=3)C2=O)=[CH:6][N:5]([C:20]2[CH:25]=[N:24][C:23]([C:26]([F:29])([F:28])[F:27])=[CH:22][N:21]=2)[N:4]=1.NN.O, predict the reaction product. The product is: [CH3:1][O:2][C:3]1[C:7]([CH2:8][NH2:9])=[CH:6][N:5]([C:20]2[CH:25]=[N:24][C:23]([C:26]([F:29])([F:27])[F:28])=[CH:22][N:21]=2)[N:4]=1. (7) Given the reactants Br[C:2]1[C:7]([C:8]([F:11])([F:10])[F:9])=[CH:6][C:5]([NH:12][C:13]2[N:17]=[C:16]([NH2:18])[NH:15][N:14]=2)=[CH:4][C:3]=1[Cl:19].CN1C(C)(C)CC(SC2C=CC(B3OC(C)(C)C(C)(C)O3)=CC=2)CC1(C)C.[CH3:47][O:48][C:49]1[CH:54]=[CH:53][C:52](B(O)O)=[CH:51][C:50]=1[S:58]([N:61]1[CH2:66][CH2:65][O:64][CH2:63][CH2:62]1)(=[O:60])=[O:59].C([O-])([O-])=O.[K+].[K+], predict the reaction product. The product is: [Cl:19][C:3]1[CH:4]=[C:5]([NH:12][C:13]2[N:17]=[C:16]([NH2:18])[NH:15][N:14]=2)[CH:6]=[C:7]([C:8]([F:11])([F:10])[F:9])[C:2]=1[C:52]1[CH:53]=[CH:54][C:49]([O:48][CH3:47])=[C:50]([S:58]([N:61]2[CH2:66][CH2:65][O:64][CH2:63][CH2:62]2)(=[O:59])=[O:60])[CH:51]=1. (8) Given the reactants [C:1]1([CH2:7][CH2:8][CH2:9][CH:10]([NH:20][C:21]([CH:23]2[CH2:28][CH2:27][CH2:26][N:25]([C:29]([CH:31]3[CH2:36][CH2:35][CH2:34][N:33](C(OC(C)(C)C)=O)[CH2:32]3)=[O:30])[CH2:24]2)=[O:22])[CH2:11][CH2:12][CH2:13][C:14]2[CH:19]=[CH:18][CH:17]=[CH:16][CH:15]=2)[CH:6]=[CH:5][CH:4]=[CH:3][CH:2]=1.FC(F)(F)C(O)=O, predict the reaction product. The product is: [C:1]1([CH2:7][CH2:8][CH2:9][CH:10]([NH:20][C:21]([CH:23]2[CH2:28][CH2:27][CH2:26][N:25]([C:29]([CH:31]3[CH2:36][CH2:35][CH2:34][NH:33][CH2:32]3)=[O:30])[CH2:24]2)=[O:22])[CH2:11][CH2:12][CH2:13][C:14]2[CH:15]=[CH:16][CH:17]=[CH:18][CH:19]=2)[CH:2]=[CH:3][CH:4]=[CH:5][CH:6]=1. (9) Given the reactants [Cl:1][C:2]1[CH:7]=[CH:6][C:5]([S:8]([C:11](=[C:14]([NH:17][C:18]2[CH:23]=[C:22]([Cl:24])[CH:21]=[C:20]([Cl:25])[CH:19]=2)SC)[C:12]#[N:13])(=[O:10])=[O:9])=[CH:4][CH:3]=1.[CH:26]1([NH2:30])[CH2:29][CH2:28][CH2:27]1, predict the reaction product. The product is: [Cl:1][C:2]1[CH:7]=[CH:6][C:5]([S:8]([C:11](=[C:14]([NH:30][CH:26]2[CH2:29][CH2:28][CH2:27]2)[NH:17][C:18]2[CH:23]=[C:22]([Cl:24])[CH:21]=[C:20]([Cl:25])[CH:19]=2)[C:12]#[N:13])(=[O:10])=[O:9])=[CH:4][CH:3]=1.